Task: Predict the reaction yield, written as a fraction of the theoretical maximum amount of product (1.0 means a 100% yield; for example, 0.34 means a 34% yield).. Dataset: Reaction yield outcomes from USPTO patents with 853,638 reactions (1) The reactants are Br[C:2]1[CH:15]=[CH:14][CH:13]=[CH:12][C:3]=1[CH2:4][NH:5][C:6](=[O:11])[C:7]([F:10])([F:9])[F:8].CC1(C)C(C)(C)OB([C:24]2[CH:30]=[CH:29][C:27]([NH2:28])=[CH:26][CH:25]=2)O1.C1C=CC(P(C2C=CC=CC=2)C2C=CC=CC=2)=CC=1.C([O-])([O-])=O.[K+].[K+]. The catalyst is CN(C=O)C.CC([O-])=O.CC([O-])=O.[Pd+2]. The product is [NH2:28][C:27]1[CH:29]=[CH:30][C:24]([C:2]2[CH:15]=[CH:14][CH:13]=[CH:12][C:3]=2[CH2:4][NH:5][C:6](=[O:11])[C:7]([F:10])([F:9])[F:8])=[CH:25][CH:26]=1. The yield is 0.490. (2) The reactants are [Si]([O:8][C@@H:9]1[CH2:14][C@H:13]([O:15][C:16]2[C:21]([Cl:22])=[CH:20][C:19]([S:23]([N:26]([CH2:33][C:34]3[CH:39]=[CH:38][C:37]([O:40][CH3:41])=[CH:36][C:35]=3[O:42][CH3:43])[C:27]3[CH:32]=[CH:31][N:30]=[CH:29][N:28]=3)(=[O:25])=[O:24])=[C:18]([F:44])[CH:17]=2)[C@@H:12]([C:45]2[N:49]([CH3:50])[N:48]=[CH:47][CH:46]=2)[CH2:11][CH2:10]1)(C(C)(C)C)(C)C.[F-].C([N+](CCCC)(CCCC)CCCC)CCC. The catalyst is C1COCC1. The product is [Cl:22][C:21]1[C:16]([O:15][C@H:13]2[CH2:14][C@@H:9]([OH:8])[CH2:10][CH2:11][C@@H:12]2[C:45]2[N:49]([CH3:50])[N:48]=[CH:47][CH:46]=2)=[CH:17][C:18]([F:44])=[C:19]([S:23]([N:26]([CH2:33][C:34]2[CH:39]=[CH:38][C:37]([O:40][CH3:41])=[CH:36][C:35]=2[O:42][CH3:43])[C:27]2[CH:32]=[CH:31][N:30]=[CH:29][N:28]=2)(=[O:25])=[O:24])[CH:20]=1. The yield is 0.930.